Dataset: Full USPTO retrosynthesis dataset with 1.9M reactions from patents (1976-2016). Task: Predict the reactants needed to synthesize the given product. (1) Given the product [NH2:46][C:40](=[O:41])[CH2:39][C:34]1[CH:35]=[CH:36][CH:37]=[CH:38][C:33]=1[C:30]1[CH:31]=[CH:32][C:27]([C:25]([N:16]2[C:17]3[CH:24]=[CH:23][CH:22]=[CH:21][C:18]=3[CH2:19][N:20]3[C:11]([C:9]([NH:8][CH2:7][C:3]4[CH:2]=[N:1][CH:6]=[CH:5][CH:4]=4)=[O:10])=[CH:12][CH:13]=[C:14]3[CH2:15]2)=[O:26])=[CH:28][CH:29]=1, predict the reactants needed to synthesize it. The reactants are: [N:1]1[CH:6]=[CH:5][CH:4]=[C:3]([CH2:7][NH:8][C:9]([C:11]2[N:20]3[C:14]([CH2:15][N:16]([C:25]([C:27]4[CH:32]=[CH:31][C:30]([C:33]5[CH:38]=[CH:37][CH:36]=[CH:35][C:34]=5[CH2:39][C:40](O)=[O:41])=[CH:29][CH:28]=4)=[O:26])[C:17]4[CH:24]=[CH:23][CH:22]=[CH:21][C:18]=4[CH2:19]3)=[CH:13][CH:12]=2)=[O:10])[CH:2]=1.CNC.[NH3:46]. (2) Given the product [NH2:1][C:2]1[C:10]2[C:5](=[CH:6][CH:7]=[C:8]([NH:11][C:12]([NH:14][CH2:15][C:16]3[CH:21]=[CH:20][CH:19]=[C:18]([OH:22])[CH:17]=3)=[O:13])[CH:9]=2)[NH:4][N:3]=1, predict the reactants needed to synthesize it. The reactants are: [NH2:1][C:2]1[C:10]2[C:5](=[CH:6][CH:7]=[C:8]([NH:11][C:12]([NH:14][CH2:15][C:16]3[CH:21]=[CH:20][CH:19]=[C:18]([O:22]C)[CH:17]=3)=[O:13])[CH:9]=2)[NH:4][N:3]=1.B(Br)(Br)Br. (3) The reactants are: [OH-].[Na+:2].C([O:5][C:6]([C:8]1[N:16]([CH3:17])[C:15]2[CH:14]=[CH:13][N:12]=[CH:11][C:10]=2[C:9]=1[NH:18][C:19]1[CH:24]=[CH:23][C:22]([I:25])=[CH:21][C:20]=1[F:26])=[O:7])C. Given the product [Na+:2].[F:26][C:20]1[CH:21]=[C:22]([I:25])[CH:23]=[CH:24][C:19]=1[NH:18][C:9]1[C:10]2[CH:11]=[N:12][CH:13]=[CH:14][C:15]=2[N:16]([CH3:17])[C:8]=1[C:6]([O-:7])=[O:5], predict the reactants needed to synthesize it. (4) Given the product [CH3:8][C:7]1[C:2]([C:10]2[CH:11]=[CH:12][CH:13]=[CH:14][C:9]=2[CH3:18])=[N:3][CH:4]=[CH:5][CH:6]=1, predict the reactants needed to synthesize it. The reactants are: Br[C:2]1[C:7]([CH3:8])=[CH:6][CH:5]=[CH:4][N:3]=1.[C:9]1([CH3:18])[CH:14]=[CH:13][CH:12]=[CH:11][C:10]=1B(O)O.C(=O)([O-])[O-].[Na+].[Na+].O.